Predict the product of the given reaction. From a dataset of Forward reaction prediction with 1.9M reactions from USPTO patents (1976-2016). (1) Given the reactants [Cl:1][C:2]1[N:7]=[C:6]([NH2:8])[N:5]=[C:4]([NH:9][CH2:10][C:11]2[CH:16]=[CH:15][CH:14]=[C:13]([CH2:17][O:18][C@H:19]3[CH2:23][CH2:22][O:21][CH2:20]3)[N:12]=2)[C:3]=1[NH2:24].[N:25]([O-])=O.[Na+], predict the reaction product. The product is: [Cl:1][C:2]1[C:3]2[N:24]=[N:25][N:9]([CH2:10][C:11]3[CH:16]=[CH:15][CH:14]=[C:13]([CH2:17][O:18][C@H:19]4[CH2:23][CH2:22][O:21][CH2:20]4)[N:12]=3)[C:4]=2[N:5]=[C:6]([NH2:8])[N:7]=1. (2) Given the reactants CC1C=CC(S(O[CH2:12][C@H:13]2[O:18][C@@:17]3([C:26]4[C:21](=[CH:22][C:23]([Cl:36])=[C:24]([CH2:27][C:28]5[CH:33]=[CH:32][C:31]([CH2:34][CH3:35])=[CH:30][CH:29]=5)[CH:25]=4)[CH2:20][O:19]3)[C@H:16]([OH:37])[C@@H:15]([OH:38])[C@@H:14]2[OH:39])(=O)=O)=CC=1.[F:40][C:41]([F:45])([F:44])[CH2:42][O-:43].[Na+], predict the reaction product. The product is: [Cl:36][C:23]1[CH:22]=[C:21]2[C:26](=[CH:25][C:24]=1[CH2:27][C:28]1[CH:33]=[CH:32][C:31]([CH2:34][CH3:35])=[CH:30][CH:29]=1)[C@:17]1([C@H:16]([OH:37])[C@@H:15]([OH:38])[C@H:14]([OH:39])[C@@H:13]([CH2:12][O:43][CH2:42][C:41]([F:45])([F:44])[F:40])[O:18]1)[O:19][CH2:20]2. (3) Given the reactants B.CSC.[OH:5][CH:6]([C:10]1[CH:15]=[CH:14][CH:13]=[C:12]([S:16]([CH2:19][CH:20]([CH2:24][CH2:25][CH3:26])[CH2:21][CH2:22][CH3:23])(=[O:18])=[O:17])[CH:11]=1)[CH2:7][C:8]#[N:9], predict the reaction product. The product is: [NH2:9][CH2:8][CH2:7][CH:6]([C:10]1[CH:15]=[CH:14][CH:13]=[C:12]([S:16]([CH2:19][CH:20]([CH2:24][CH2:25][CH3:26])[CH2:21][CH2:22][CH3:23])(=[O:18])=[O:17])[CH:11]=1)[OH:5]. (4) Given the reactants [C:1]([O:5][C:6]([N:8]1[CH2:13][CH2:12][N:11]([C:14]2[CH:19]=[CH:18][CH:17]=[C:16](Br)[N:15]=2)[CH2:10][CH2:9]1)=[O:7])([CH3:4])([CH3:3])[CH3:2].[Cl:21][C:22]1[CH:27]=[C:26](B(O)O)[CH:25]=[CH:24][N:23]=1.C([O-])([O-])=O.[Na+].[Na+], predict the reaction product. The product is: [C:1]([O:5][C:6]([N:8]1[CH2:13][CH2:12][N:11]([C:14]2[N:15]=[C:16]([C:26]3[CH:25]=[CH:24][N:23]=[C:22]([Cl:21])[CH:27]=3)[CH:17]=[CH:18][CH:19]=2)[CH2:10][CH2:9]1)=[O:7])([CH3:4])([CH3:3])[CH3:2].